This data is from Full USPTO retrosynthesis dataset with 1.9M reactions from patents (1976-2016). The task is: Predict the reactants needed to synthesize the given product. (1) The reactants are: I[C:2]1[N:6]([C:7]2[CH:12]=[CH:11][CH:10]=[CH:9][CH:8]=2)[N:5]=[C:4]([NH2:13])[CH:3]=1.[Cl:14][C:15]1[CH:16]=[C:17](B2OC(C)(C)C(C)(C)O2)[CH:18]=[C:19]([CH2:21][O:22][C:23]([CH3:29])([CH3:28])[C:24]([F:27])([F:26])[F:25])[CH:20]=1.C1(P(C2CCCCC2)C2CCCCC2)CCCCC1.C(=O)([O-])[O-].[Na+].[Na+]. Given the product [Cl:14][C:15]1[CH:16]=[C:17]([C:2]2[N:6]([C:7]3[CH:12]=[CH:11][CH:10]=[CH:9][CH:8]=3)[N:5]=[C:4]([NH2:13])[CH:3]=2)[CH:18]=[C:19]([CH2:21][O:22][C:23]([CH3:29])([CH3:28])[C:24]([F:25])([F:26])[F:27])[CH:20]=1, predict the reactants needed to synthesize it. (2) Given the product [Br:1][C:2]1[CH:7]=[CH:6][N:5]([CH2:10][CH2:11][C:12]([F:15])([F:14])[F:13])[C:4](=[O:8])[CH:3]=1, predict the reactants needed to synthesize it. The reactants are: [Br:1][C:2]1[CH:7]=[CH:6][N:5]=[C:4]([OH:8])[CH:3]=1.I[CH2:10][CH2:11][C:12]([F:15])([F:14])[F:13].C(=O)([O-])[O-].[K+].[K+]. (3) Given the product [CH3:53][C:52]1[C:48]([N:41]([CH2:42][O:43][CH2:44][CH2:45][O:46][CH3:47])[S:38]([C:33]2[S:34][C:35]([CH3:37])=[CH:36][C:32]=2[C:2]2[CH:21]=[CH:20][C:5]([CH2:6][N:7]3[C:8](=[O:19])[N:9]([C:13]4[CH:18]=[CH:17][CH:16]=[CH:15][CH:14]=4)[N:10]=[C:11]3[CH3:12])=[CH:4][C:3]=2[CH3:22])(=[O:40])=[O:39])=[N:49][O:50][C:51]=1[CH3:54], predict the reactants needed to synthesize it. The reactants are: Br[C:2]1[CH:21]=[CH:20][C:5]([CH2:6][N:7]2[C:11]([CH3:12])=[N:10][N:9]([C:13]3[CH:18]=[CH:17][CH:16]=[CH:15][CH:14]=3)[C:8]2=[O:19])=[CH:4][C:3]=1[CH3:22].C(=O)([O-])[O-].[Na+].[Na+].B([C:32]1[CH:36]=[C:35]([CH3:37])[S:34][C:33]=1[S:38]([N:41]([C:48]1[C:52]([CH3:53])=[C:51]([CH3:54])[O:50][N:49]=1)[CH2:42][O:43][CH2:44][CH2:45][O:46][CH3:47])(=[O:40])=[O:39])(O)O.